From a dataset of Full USPTO retrosynthesis dataset with 1.9M reactions from patents (1976-2016). Predict the reactants needed to synthesize the given product. (1) Given the product [C:1]([O:4][CH2:5][C:6]([CH3:36])([CH3:35])[CH2:7][N:8]1[C:14]2[CH:15]=[CH:16][C:17]([Cl:19])=[CH:18][C:13]=2[C@@H:12]([C:20]2[CH:25]=[CH:24][CH:23]=[C:22]([O:26][CH3:27])[C:21]=2[O:28][CH3:29])[O:11][C@H:10]([CH2:30][C:31]([NH:42][C:43]2[CH:44]=[C:45]([CH:50]=[CH:51][C:52]=2[F:53])[C:46]([O:48][CH3:49])=[O:47])=[O:32])[C:9]1=[O:34])(=[O:3])[CH3:2], predict the reactants needed to synthesize it. The reactants are: [C:1]([O:4][CH2:5][C:6]([CH3:36])([CH3:35])[CH2:7][N:8]1[C:14]2[CH:15]=[CH:16][C:17]([Cl:19])=[CH:18][C:13]=2[C@@H:12]([C:20]2[CH:25]=[CH:24][CH:23]=[C:22]([O:26][CH3:27])[C:21]=2[O:28][CH3:29])[O:11][C@H:10]([CH2:30][C:31](O)=[O:32])[C:9]1=[O:34])(=[O:3])[CH3:2].S(Cl)(Cl)=O.Cl.[NH2:42][C:43]1[CH:44]=[C:45]([CH:50]=[CH:51][C:52]=1[F:53])[C:46]([O:48][CH3:49])=[O:47].C(N(CC)CC)C. (2) Given the product [C:36]([N:29]1[CH2:30][CH2:31][C@@H:27]([NH:26][C:24]([C:20]2[CH:21]=[C:22]([CH3:23])[N:18]([CH2:17][C:4]3[C:5]4[O:9][C:8]([C:10]5[CH:15]=[CH:14][CH:13]=[CH:12][CH:11]=5)=[CH:7][C:6]=4[CH:16]=[C:2]([Cl:1])[CH:3]=3)[N:19]=2)=[O:25])[CH2:28]1)(=[O:37])[CH3:35], predict the reactants needed to synthesize it. The reactants are: [Cl:1][C:2]1[CH:3]=[C:4]([CH2:17][N:18]2[C:22]([CH3:23])=[CH:21][C:20]([C:24]([NH:26][C@@H:27]3[CH2:31][CH2:30][NH:29][CH2:28]3)=[O:25])=[N:19]2)[C:5]2[O:9][C:8]([C:10]3[CH:15]=[CH:14][CH:13]=[CH:12][CH:11]=3)=[CH:7][C:6]=2[CH:16]=1.C(N1CC[O:37][CH2:36][CH2:35]1)C.C(OC(=O)C)(=O)C. (3) The reactants are: [OH:1][C:2]1[CH:11]=[C:10]([OH:12])[C:9]([CH:13]([CH3:15])[CH3:14])=[CH:8][C:3]=1[C:4]([O:6][CH3:7])=[O:5].[C:16](=[O:19])([O-])[O-].[K+].[K+].[CH3:22][O:23][CH2:24]Cl.[C:26](#N)C. Given the product [CH3:22][O:23][CH2:24][O:1][C:2]1[CH:11]=[C:10]([O:12][CH2:26][O:19][CH3:16])[C:9]([CH:13]([CH3:15])[CH3:14])=[CH:8][C:3]=1[C:4]([O:6][CH3:7])=[O:5], predict the reactants needed to synthesize it. (4) Given the product [C:35]([O:39][C:40](=[O:41])[N:42]([CH3:48])[C@H:43]([C:44](=[O:45])[NH:17][C@@H:18]1[C:19](=[O:34])[NH:20][C:21]2[CH:29]=[C:28]([C:30]([F:31])([F:33])[F:32])[CH:27]=[CH:26][C:22]=2[O:23][C@H:24]1[CH3:25])[CH3:47])([CH3:36])([CH3:38])[CH3:37], predict the reactants needed to synthesize it. The reactants are: CCN(C(C)C)C(C)C.FC(F)(F)C(O)=O.[NH2:17][C@H:18]1[C@H:24]([CH3:25])[O:23][C:22]2[CH:26]=[CH:27][C:28]([C:30]([F:33])([F:32])[F:31])=[CH:29][C:21]=2[NH:20][C:19]1=[O:34].[C:35]([O:39][C:40]([N:42]([CH3:48])[C@@H:43]([CH3:47])[C:44](O)=[O:45])=[O:41])([CH3:38])([CH3:37])[CH3:36]. (5) Given the product [F:44][C:43]([F:46])([F:45])[C:41]1[CH:40]=[C:11]([CH:10]=[C:9]([C:8]([F:7])([F:48])[F:47])[CH:42]=1)[CH2:12][N:13]([CH2:18][C:19]1[CH:24]=[C:23]([C:25]([F:28])([F:27])[F:26])[CH:22]=[CH:21][C:20]=1[C:29]1[CH:30]=[C:31]([C:37]2[O:39][N:52]=[C:49]([CH3:50])[N:51]=2)[CH:32]=[CH:33][C:34]=1[O:35][CH3:36])[C:14](=[O:15])[O:16][CH3:17], predict the reactants needed to synthesize it. The reactants are: C(Cl)(=O)C(Cl)=O.[F:7][C:8]([F:48])([F:47])[C:9]1[CH:10]=[C:11]([CH:40]=[C:41]([C:43]([F:46])([F:45])[F:44])[CH:42]=1)[CH2:12][N:13]([CH2:18][C:19]1[CH:24]=[C:23]([C:25]([F:28])([F:27])[F:26])[CH:22]=[CH:21][C:20]=1[C:29]1[C:34]([O:35][CH3:36])=[CH:33][CH:32]=[C:31]([C:37]([OH:39])=O)[CH:30]=1)[C:14]([O:16][CH3:17])=[O:15].[C:49](=[N:52]O)([NH2:51])[CH3:50]. (6) Given the product [C:1]([O:5][C:6]([N:8]1[C:16]2[CH:15]=[C:14]([CH2:17][O:18][S:29]([CH3:28])(=[O:31])=[O:30])[N:13]=[CH:12][C:11]=2[C:10]([CH3:20])([CH3:19])[CH2:9]1)=[O:7])([CH3:4])([CH3:2])[CH3:3], predict the reactants needed to synthesize it. The reactants are: [C:1]([O:5][C:6]([N:8]1[C:16]2[CH:15]=[C:14]([CH2:17][OH:18])[N:13]=[CH:12][C:11]=2[C:10]([CH3:20])([CH3:19])[CH2:9]1)=[O:7])([CH3:4])([CH3:3])[CH3:2].C(N(CC)CC)C.[CH3:28][S:29](Cl)(=[O:31])=[O:30].O. (7) Given the product [Cl:20][C:11]1[S:10][C:9]2[NH:21][C:22](=[O:26])[C:23]([C:24]#[N:25])=[C:6]([OH:7])[C:8]=2[C:12]=1[C:13]1[CH:14]=[CH:15][C:16]([Br:19])=[CH:17][CH:18]=1, predict the reactants needed to synthesize it. The reactants are: [H-].[Na+].C(O[C:6]([C:8]1[C:12]([C:13]2[CH:18]=[CH:17][C:16]([Br:19])=[CH:15][CH:14]=2)=[C:11]([Cl:20])[S:10][C:9]=1[NH:21][C:22](=[O:26])[CH2:23][C:24]#[N:25])=[O:7])C.Cl. (8) Given the product [Cl:1][C:2]1[CH:27]=[CH:26][C:5]2[C:6](=[O:25])[N:7]=[C:8]([C:10]3[N:15]=[C:14]([CH2:16][CH2:17][C:18]([O:20][CH2:29][CH2:28][N:30]([CH2:34][CH3:35])[CH2:31][CH3:32])=[O:19])[CH:13]=[C:12]([S:21]([CH3:24])(=[O:22])=[O:23])[CH:11]=3)[S:9][C:4]=2[CH:3]=1, predict the reactants needed to synthesize it. The reactants are: [Cl:1][C:2]1[CH:27]=[CH:26][C:5]2[C:6](=[O:25])[N:7]=[C:8]([C:10]3[N:15]=[C:14]([CH2:16][CH2:17][C:18]([OH:20])=[O:19])[CH:13]=[C:12]([S:21]([CH3:24])(=[O:23])=[O:22])[CH:11]=3)[S:9][C:4]=2[CH:3]=1.[CH2:28]([N:30]([CH2:34][CH3:35])[CH2:31][CH2:32]O)[CH3:29].C1C=CC2N(O)N=NC=2C=1.O.CCN=C=NCCCN(C)C. (9) Given the product [NH2:19][C:10]1[O:11][C@@H:12]2[CH2:16][CH2:15][C:14]([F:17])([F:18])[C@@H:13]2[C@:8]([C:6]2[CH:7]=[C:2]([NH:1][C:32]([C:29]3[CH:28]=[N:27][C:26]([C:23]([F:25])([F:22])[CH3:24])=[CH:31][N:30]=3)=[O:33])[CH:3]=[CH:4][C:5]=2[F:21])([CH3:20])[N:9]=1, predict the reactants needed to synthesize it. The reactants are: [NH2:1][C:2]1[CH:3]=[CH:4][C:5]([F:21])=[C:6]([C@:8]2([CH3:20])[C@H:13]3[C:14]([F:18])([F:17])[CH2:15][CH2:16][C@H:12]3[O:11][C:10]([NH2:19])=[N:9]2)[CH:7]=1.[F:22][C:23]([C:26]1[N:27]=[CH:28][C:29]([C:32](O)=[O:33])=[N:30][CH:31]=1)([F:25])[CH3:24].